Dataset: Catalyst prediction with 721,799 reactions and 888 catalyst types from USPTO. Task: Predict which catalyst facilitates the given reaction. (1) The catalyst class is: 7. Product: [F:40][C:37]1[CH:38]=[CH:39][C:34]([C:8]2([C:5]3[CH:4]=[CH:3][C:2]([F:1])=[CH:7][CH:6]=3)[CH2:13][CH2:12][CH2:11][N:10]([CH2:14][C:15](=[O:16])[N:17]3[CH2:22][CH2:21][NH:20][CH2:19][CH2:18]3)[C:9]2=[O:33])=[CH:35][CH:36]=1. Reactant: [F:1][C:2]1[CH:7]=[CH:6][C:5]([C:8]2([C:34]3[CH:39]=[CH:38][C:37]([F:40])=[CH:36][CH:35]=3)[CH2:13][CH2:12][CH2:11][N:10]([CH2:14][C:15]([N:17]3[CH2:22][CH2:21][N:20](C(OCC4C=CC=CC=4)=O)[CH2:19][CH2:18]3)=[O:16])[C:9]2=[O:33])=[CH:4][CH:3]=1. (2) Reactant: [CH3:1][O:2][C:3]1[C:8]2[O:9][CH:10]=[C:11](B3CC(C)(C)C(C)(C)O3)[C:7]=2[CH:6]=[CH:5][CH:4]=1.O.[C:22]([O:26][C:27]([N:29]1[CH2:34][CH:33]=[C:32](OS(C(F)(F)F)(=O)=O)[CH2:31][CH2:30]1)=[O:28])([CH3:25])([CH3:24])[CH3:23].[Li+].[Cl-]. Product: [C:22]([O:26][C:27]([N:29]1[CH2:30][CH:31]=[C:32]([C:11]2[C:7]3[CH:6]=[CH:5][CH:4]=[C:3]([O:2][CH3:1])[C:8]=3[O:9][CH:10]=2)[CH2:33][CH2:34]1)=[O:28])([CH3:25])([CH3:23])[CH3:24]. The catalyst class is: 564. (3) Reactant: [H-].[Na+].[CH2:3]([N:10]1[C@@H:15]2[C@H:16]([S:18]([C:21]3[CH:26]=[CH:25][CH:24]=[CH:23][CH:22]=3)(=[O:20])=[O:19])[CH2:17][C@@:11]1([C:28]1[CH:33]=[CH:32][CH:31]=[CH:30][CH:29]=1)[C@@H:12]([OH:27])[CH:13]=[CH:14]2)[C:4]1[CH:9]=[CH:8][CH:7]=[CH:6][CH:5]=1.[F:34][C:35]([F:49])([F:48])[C:36]1[CH:37]=[C:38]([CH:41]=[C:42]([C:44]([F:47])([F:46])[F:45])[CH:43]=1)[CH2:39]Br.C(OCC)C. Product: [CH2:3]([N:10]1[C@@H:15]2[C@H:16]([S:18]([C:21]3[CH:22]=[CH:23][CH:24]=[CH:25][CH:26]=3)(=[O:19])=[O:20])[CH2:17][C@@:11]1([C:28]1[CH:33]=[CH:32][CH:31]=[CH:30][CH:29]=1)[C@@H:12]([O:27][CH2:39][C:38]1[CH:41]=[C:42]([C:44]([F:46])([F:47])[F:45])[CH:43]=[C:36]([C:35]([F:34])([F:48])[F:49])[CH:37]=1)[CH:13]=[CH:14]2)[C:4]1[CH:9]=[CH:8][CH:7]=[CH:6][CH:5]=1. The catalyst class is: 1. (4) Reactant: [OH:1][C@H:2]1[CH2:7][CH2:6][C@H:5]([C:8]([OH:10])=[O:9])[CH2:4][CH2:3]1.[C:11](OC(N(C)C)O[C:11]([CH3:14])([CH3:13])[CH3:12])([CH3:14])([CH3:13])[CH3:12]. Product: [OH:1][C@H:2]1[CH2:7][CH2:6][C@H:5]([C:8]([O:10][C:11]([CH3:14])([CH3:13])[CH3:12])=[O:9])[CH2:4][CH2:3]1. The catalyst class is: 133. (5) Reactant: [C:1]([O:5][C:6](=[O:23])[CH2:7][C@H:8]([NH:12][C:13]([O:15][CH2:16][C:17]1[CH:22]=[CH:21][CH:20]=[CH:19][CH:18]=1)=[O:14])[C:9](O)=[O:10])([CH3:4])([CH3:3])[CH3:2].C[N:25]1CCOCC1.[OH-].[NH4+]. Product: [C:1]([O:5][C:6](=[O:23])[CH2:7][CH:8]([NH:12][C:13]([O:15][CH2:16][C:17]1[CH:22]=[CH:21][CH:20]=[CH:19][CH:18]=1)=[O:14])[C:9]([NH2:25])=[O:10])([CH3:4])([CH3:3])[CH3:2]. The catalyst class is: 2. (6) Reactant: [CH3:1][O:2]N.Cl.[CH2:5](Cl)Cl.[BH3-][C:9]#[N:10].[Na+].Cl.N1[CH:18]=[CH:17][CH:16]=[CH:15][CH:14]=1. Product: [CH3:1][O:2][NH:10][CH2:9][C:14]1[CH:5]=[CH:18][CH:17]=[CH:16][CH:15]=1. The catalyst class is: 14. (7) Reactant: Cl[C:2]1[C:3]2[C:10]([C:11]3[CH:17]=[CH:16][C:14]([NH2:15])=[C:13]([O:18][CH3:19])[CH:12]=3)=[CH:9][N:8]([CH:20]3[CH2:24][CH2:23][CH2:22][CH2:21]3)[C:4]=2[N:5]=[CH:6][N:7]=1.[NH3:25]. Product: [NH2:15][C:14]1[CH:16]=[CH:17][C:11]([C:10]2[C:3]3[C:2]([NH2:25])=[N:7][CH:6]=[N:5][C:4]=3[N:8]([CH:20]3[CH2:24][CH2:23][CH2:22][CH2:21]3)[CH:9]=2)=[CH:12][C:13]=1[O:18][CH3:19]. The catalyst class is: 12. (8) Reactant: [CH:1]([C:3]1[CH:18]=[CH:17][C:6]([O:7][C:8]2[CH:16]=[CH:15][C:11]([C:12]([NH2:14])=[O:13])=[CH:10][N:9]=2)=[CH:5][CH:4]=1)=O.[CH:19]1([CH2:24][CH2:25][NH2:26])[CH2:23][CH2:22][CH2:21][CH2:20]1.[BH4-].[Na+]. Product: [CH:19]1([CH2:24][CH2:25][NH:26][CH2:1][C:3]2[CH:18]=[CH:17][C:6]([O:7][C:8]3[CH:16]=[CH:15][C:11]([C:12]([NH2:14])=[O:13])=[CH:10][N:9]=3)=[CH:5][CH:4]=2)[CH2:23][CH2:22][CH2:21][CH2:20]1. The catalyst class is: 5. (9) Reactant: [NH2:1][C:2]1[CH:10]=[C:9]([C:11]2[CH:12]=[C:13]([NH:18][S:19]([CH3:22])(=[O:21])=[O:20])[C:14]([Cl:17])=[N:15][CH:16]=2)[CH:8]=[C:7]2[C:3]=1[CH:4]=[N:5][N:6]2S(C1C=CC=CC=1)(=O)=O.[N:32]1([CH2:38][C:39](O)=[O:40])[CH2:37][CH2:36][O:35][CH2:34][CH2:33]1.CN(C(ON1N=NC2C=CC=NC1=2)=[N+](C)C)C.F[P-](F)(F)(F)(F)F.CCN(C(C)C)C(C)C.[OH-].[Na+].Cl. Product: [Cl:17][C:14]1[N:15]=[CH:16][C:11]([C:9]2[CH:8]=[C:7]3[C:3]([CH:4]=[N:5][NH:6]3)=[C:2]([NH:1][C:39](=[O:40])[CH2:38][N:32]3[CH2:37][CH2:36][O:35][CH2:34][CH2:33]3)[CH:10]=2)=[CH:12][C:13]=1[NH:18][S:19]([CH3:22])(=[O:21])=[O:20]. The catalyst class is: 121. (10) Reactant: [NH2:1][C:2]1[CH:7]=[C:6]([Cl:8])[CH:5]=[CH:4][C:3]=1[OH:9].C(OCC)(=O)C.C(=O)([O-])O.[Na+].[Cl:21][CH:22]([C:26]1[CH:31]=[CH:30][CH:29]=[CH:28][CH:27]=1)[C:23](Cl)=[O:24]. Product: [Cl:21][CH:22]([C:26]1[CH:31]=[CH:30][CH:29]=[CH:28][CH:27]=1)[C:23]([NH:1][C:2]1[CH:7]=[C:6]([Cl:8])[CH:5]=[CH:4][C:3]=1[OH:9])=[O:24]. The catalyst class is: 6.